This data is from Full USPTO retrosynthesis dataset with 1.9M reactions from patents (1976-2016). The task is: Predict the reactants needed to synthesize the given product. (1) Given the product [Br:13][C:6]1[C:5](=[O:8])[NH:4][C:3]([C:9]([O:11][CH3:12])=[O:10])=[C:2]([CH3:1])[N:7]=1, predict the reactants needed to synthesize it. The reactants are: [CH3:1][C:2]1[N:7]=[CH:6][C:5](=[O:8])[NH:4][C:3]=1[C:9]([O:11][CH3:12])=[O:10].[Br:13]N1C(=O)CCC1=O. (2) Given the product [C:8]([C:6]1[N:7]=[C:2]([NH:28][C:29]2[CH:38]=[C:37]3[C:32]([CH2:33][CH2:34][C:35](=[O:39])[NH:36]3)=[CH:31][CH:30]=2)[C:3]2[NH:18][N:17]=[CH:16][C:4]=2[N:5]=1)(=[O:9])[C:10]1[CH:11]=[CH:12][CH:13]=[CH:14][CH:15]=1, predict the reactants needed to synthesize it. The reactants are: Cl[C:2]1[C:3]2[C:4](=[CH:16][N:17](CC3C=CC(OC)=CC=3)[N:18]=2)[N:5]=[C:6]([C:8]([C:10]2[CH:15]=[CH:14][CH:13]=[CH:12][CH:11]=2)=[O:9])[N:7]=1.[NH2:28][C:29]1[CH:38]=[C:37]2[C:32]([CH2:33][CH2:34][C:35](=[O:39])[NH:36]2)=[CH:31][CH:30]=1.Cl.